This data is from Peptide-MHC class II binding affinity with 134,281 pairs from IEDB. The task is: Regression. Given a peptide amino acid sequence and an MHC pseudo amino acid sequence, predict their binding affinity value. This is MHC class II binding data. (1) The peptide sequence is GELQIVDKIDAAFHI. The MHC is DRB4_0101 with pseudo-sequence DRB4_0103. The binding affinity (normalized) is 0.739. (2) The peptide sequence is FETNVSHNVQGATVA. The MHC is DRB1_1001 with pseudo-sequence DRB1_1001. The binding affinity (normalized) is 0.438. (3) The peptide sequence is EAIIRILQQLLFIHF. The MHC is HLA-DPA10201-DPB10501 with pseudo-sequence HLA-DPA10201-DPB10501. The binding affinity (normalized) is 0.396.